From a dataset of NCI-60 drug combinations with 297,098 pairs across 59 cell lines. Regression. Given two drug SMILES strings and cell line genomic features, predict the synergy score measuring deviation from expected non-interaction effect. Drug 1: CS(=O)(=O)C1=CC(=C(C=C1)C(=O)NC2=CC(=C(C=C2)Cl)C3=CC=CC=N3)Cl. Drug 2: CCC1(CC2CC(C3=C(CCN(C2)C1)C4=CC=CC=C4N3)(C5=C(C=C6C(=C5)C78CCN9C7C(C=CC9)(C(C(C8N6C)(C(=O)OC)O)OC(=O)C)CC)OC)C(=O)OC)O.OS(=O)(=O)O. Cell line: HL-60(TB). Synergy scores: CSS=62.7, Synergy_ZIP=20.7, Synergy_Bliss=25.1, Synergy_Loewe=-10.6, Synergy_HSA=20.9.